From a dataset of Catalyst prediction with 721,799 reactions and 888 catalyst types from USPTO. Predict which catalyst facilitates the given reaction. (1) Reactant: [N:1]1[C:6]2[NH:7][CH:8]=[CH:9][C:5]=2[C:4]([N:10]2[CH2:14][CH2:13][C@@H:12]([N:15]([CH3:23])[C:16]3[N:21]=[CH:20][C:19](Br)=[CH:18][N:17]=3)[CH2:11]2)=[N:3][CH:2]=1.[C:24]([Zn]C#N)#[N:25]. Product: [N:1]1[C:6]2[NH:7][CH:8]=[CH:9][C:5]=2[C:4]([N:10]2[CH2:14][CH2:13][C@@H:12]([N:15]([CH3:23])[C:16]3[N:21]=[CH:20][C:19]([C:24]#[N:25])=[CH:18][N:17]=3)[CH2:11]2)=[N:3][CH:2]=1. The catalyst class is: 128. (2) Reactant: C(=O)([O-])[O-].[Cs+].[Cs+].[CH:7](I)([CH3:9])[CH3:8].CN(C)C=O.[OH:16][C@@H:17]1[CH2:31][C@@H:20]2[S:21][C@@H:22]([CH2:25][CH2:26][CH2:27][C:28]([OH:30])=[O:29])[CH2:23][CH2:24][C@@H:19]2[C@H:18]1/[CH:32]=[CH:33]/[C@@H:34]([OH:43])[CH2:35][O:36][C:37]1[CH:42]=[CH:41][CH:40]=[CH:39][CH:38]=1. Product: [OH:16][C@@H:17]1[CH2:31][C@@H:20]2[S:21][C@@H:22]([CH2:25][CH2:26][CH2:27][C:28]([O:30][CH:7]([CH3:9])[CH3:8])=[O:29])[CH2:23][CH2:24][C@@H:19]2[C@H:18]1[CH2:32][CH2:33][C@@H:34]([OH:43])[CH2:35][O:36][C:37]1[CH:42]=[CH:41][CH:40]=[CH:39][CH:38]=1. The catalyst class is: 13. (3) Reactant: C(OC(=O)[NH:7][CH:8]1[CH2:13][CH2:12][N:11]([CH2:14][CH2:15][N:16]2[C:25]3[C:20](=[CH:21][CH:22]=[CH:23][CH:24]=3)[C:19](=[O:26])[CH:18]=[CH:17]2)[CH2:10][CH2:9]1)(C)(C)C.Cl.O1CCOCC1.NC1CCN(CCN2C3C(=CC=CC=3)C=CC2=O)CC1. Product: [NH2:7][CH:8]1[CH2:13][CH2:12][N:11]([CH2:14][CH2:15][N:16]2[C:25]3[C:20](=[CH:21][CH:22]=[CH:23][CH:24]=3)[C:19](=[O:26])[CH:18]=[CH:17]2)[CH2:10][CH2:9]1. The catalyst class is: 12. (4) Reactant: CN([CH:4]=[O:5])C.[C:6]([OH:25])(=O)[CH2:7][CH2:8][CH2:9][CH2:10][CH2:11][CH2:12][CH2:13]/[CH:14]=[CH:15]\[CH2:16][CH2:17][CH2:18][CH2:19][CH2:20][CH2:21][CH2:22][CH3:23].[CH2:26]([N:28](CC)CC)C.F[P-](F)(F)(F)(F)F.N1(O[P+](N(C)C)(N(C)C)N(C)C)C2C=CC=CC=2N=N1. Product: [CH3:23][CH2:22][CH2:21][CH2:20][CH2:19][CH2:18][CH2:17][CH2:16]/[CH:15]=[CH:14]\[CH2:13][CH2:12][CH2:11][CH2:10][CH2:9][CH2:8][CH2:7][C:6]([NH:28][CH2:26][CH2:4][OH:5])=[O:25]. The catalyst class is: 2. (5) Reactant: [NH2:1][NH2:2].[CH2:3]([NH:10][C:11](=[O:19])[C:12]1[CH:17]=[CH:16][C:15](Cl)=[N:14][CH:13]=1)[C:4]1[CH:9]=[CH:8][CH:7]=[CH:6][CH:5]=1. Product: [CH2:3]([NH:10][C:11](=[O:19])[C:12]1[CH:17]=[CH:16][C:15]([NH:1][NH2:2])=[N:14][CH:13]=1)[C:4]1[CH:9]=[CH:8][CH:7]=[CH:6][CH:5]=1. The catalyst class is: 8. (6) Reactant: [CH3:1][C:2]1[NH:6][N:5]=[C:4]([C:7]2[O:8][C:9]([C:12]3[CH:17]=[CH:16][C:15]([O:18][C:19]([F:22])([F:21])[F:20])=[CH:14][CH:13]=3)=[CH:10][N:11]=2)[N:3]=1.[Cl:23][C:24]1[CH:29]=[C:28]([CH2:30]Cl)[CH:27]=[CH:26][N:25]=1.C([O-])([O-])=O.[Cs+].[Cs+]. Product: [Cl:23][C:24]1[CH:29]=[C:28]([CH2:30][N:6]2[C:2]([CH3:1])=[N:3][C:4]([C:7]3[O:8][C:9]([C:12]4[CH:13]=[CH:14][C:15]([O:18][C:19]([F:22])([F:20])[F:21])=[CH:16][CH:17]=4)=[CH:10][N:11]=3)=[N:5]2)[CH:27]=[CH:26][N:25]=1. The catalyst class is: 18. (7) Reactant: II.C1(P(C2C=CC=CC=2)C2C=CC=CC=2)C=CC=CC=1.C(N(CC)CC)C.[C:29]([O:33][C:34](=[O:45])[NH:35][CH2:36][CH2:37][C:38]([NH:40][NH:41][C:42](=[O:44])[CH3:43])=O)([CH3:32])([CH3:31])[CH3:30]. Product: [C:29]([O:33][C:34](=[O:45])[NH:35][CH2:36][CH2:37][C:38]1[O:44][C:42]([CH3:43])=[N:41][N:40]=1)([CH3:32])([CH3:31])[CH3:30]. The catalyst class is: 2. (8) Reactant: [CH3:1][NH2:2].[Cl:3][C:4]1[CH:12]=[C:11](F)[C:10]([N+:14]([O-:16])=[O:15])=[CH:9][C:5]=1[C:6]([OH:8])=[O:7].Cl. Product: [Cl:3][C:4]1[CH:12]=[C:11]([NH:2][CH3:1])[C:10]([N+:14]([O-:16])=[O:15])=[CH:9][C:5]=1[C:6]([OH:8])=[O:7]. The catalyst class is: 6.